From a dataset of Forward reaction prediction with 1.9M reactions from USPTO patents (1976-2016). Predict the product of the given reaction. (1) Given the reactants [OH:1][C:2]1[C:7]2[CH:8]=[C:9]([CH3:11])[O:10][C:6]=2[CH:5]=[C:4]([C:12]([O:14][CH2:15][CH3:16])=[O:13])[CH:3]=1.Br[C:18]1[CH:23]=[CH:22][C:21]([S:24]([CH3:27])(=[O:26])=[O:25])=[CH:20][N:19]=1.C([O-])([O-])=O.[Cs+].[Cs+], predict the reaction product. The product is: [CH3:11][C:9]1[O:10][C:6]2[CH:5]=[C:4]([C:12]([O:14][CH2:15][CH3:16])=[O:13])[CH:3]=[C:2]([O:1][C:18]3[CH:23]=[CH:22][C:21]([S:24]([CH3:27])(=[O:26])=[O:25])=[CH:20][N:19]=3)[C:7]=2[CH:8]=1. (2) The product is: [Cl:1][C:2]1[C:10]2[N:9]=[C:8]3[N:11]([C:22]4[C:27]([Cl:28])=[CH:26][C:25]([Cl:29])=[CH:24][N:23]=4)[CH2:12][CH2:13][CH2:14][CH2:15][N:7]3[C:6]=2[C:5]([CH:16]([CH2:19][CH3:20])[CH2:17][CH3:18])=[CH:4][CH:3]=1. Given the reactants [Cl:1][C:2]1[C:10]2[N:9]=[C:8]3[NH:11][CH2:12][CH2:13][CH2:14][CH2:15][N:7]3[C:6]=2[C:5]([CH:16]([CH2:19][CH3:20])[CH2:17][CH3:18])=[CH:4][CH:3]=1.Br[C:22]1[C:27]([Cl:28])=[CH:26][C:25]([Cl:29])=[CH:24][N:23]=1.N1C=CC=CC=1C1C=CC=CN=1.C(=O)([O-])[O-].[Cs+].[Cs+], predict the reaction product. (3) The product is: [Cl:12][C:13]1[CH:30]=[CH:29][CH:28]=[CH:27][C:14]=1[CH2:15][N:16]1[C:24]2[C:19](=[CH:20][CH:21]=[CH:22][CH:23]=2)[C:18]2([NH:6][N:5]=[C:4]([C:3]3[CH:8]=[CH:9][CH:10]=[CH:11][C:2]=3[CH3:1])[S:7]2)[C:17]1=[O:26]. Given the reactants [CH3:1][C:2]1[CH:11]=[CH:10][CH:9]=[CH:8][C:3]=1[C:4](=[S:7])[NH:5][NH2:6].[Cl:12][C:13]1[CH:30]=[CH:29][CH:28]=[CH:27][C:14]=1[CH2:15][N:16]1[C:24]2[C:19](=[CH:20][CH:21]=[CH:22][CH:23]=2)[C:18](=O)[C:17]1=[O:26], predict the reaction product. (4) Given the reactants CCOC(/N=N/C(OCC)=O)=O.[OH:13][C:14]1[CH:15]=[C:16]([C:24]([O:26][CH3:27])=[O:25])[CH:17]=[C:18]([CH:23]=1)[C:19]([O:21][CH3:22])=[O:20].[CH2:28](O)[CH2:29][O:30][CH2:31][CH2:32][O:33][CH2:34][CH2:35][O:36][CH2:37][CH2:38][O:39][CH2:40][CH2:41][O:42][CH2:43][CH2:44][OH:45].C1(P(C2C=CC=CC=2)C2C=CC=CC=2)C=CC=CC=1, predict the reaction product. The product is: [OH:45][CH2:44][CH2:43][O:42][CH2:41][CH2:40][O:39][CH2:38][CH2:37][O:36][CH2:35][CH2:34][O:33][CH2:32][CH2:31][O:30][CH2:29][CH2:28][O:13][C:14]1[CH:23]=[C:18]([C:19]([O:21][CH3:22])=[O:20])[CH:17]=[C:16]([CH:15]=1)[C:24]([O:26][CH3:27])=[O:25]. (5) Given the reactants [Br:1][C:2]1[CH:14]=[CH:13][C:12]2[C:11]3[C:6](=[CH:7][CH:8]=[CH:9][CH:10]=3)[NH:5][C:4]=2[CH:3]=1.I[C:16]1[CH:21]=[CH:20][CH:19]=[CH:18][N:17]=1.P([O-])([O-])([O-])=O.[K+].[K+].[K+].C1C(N)CCC(N)C1, predict the reaction product. The product is: [Br:1][C:2]1[CH:14]=[CH:13][C:12]2[C:11]3[C:6](=[CH:7][CH:8]=[CH:9][CH:10]=3)[N:5]([C:16]3[CH:21]=[CH:20][CH:19]=[CH:18][N:17]=3)[C:4]=2[CH:3]=1. (6) Given the reactants [OH-].[Na+].[CH3:3][CH:4]([O:6][C:7]1[N:12]=[CH:11][C:10]([C:13]2[O:17][N:16]=[C:15]([C:18]3[CH:26]=[C:25]4[C:21]([C:22]([CH2:27][CH2:28][C:29]([O:31]CC)=[O:30])=[CH:23][NH:24]4)=[CH:20][CH:19]=3)[N:14]=2)=[CH:9][C:8]=1[C:34]([F:37])([F:36])[F:35])[CH3:5].Cl, predict the reaction product. The product is: [CH3:5][CH:4]([O:6][C:7]1[N:12]=[CH:11][C:10]([C:13]2[O:17][N:16]=[C:15]([C:18]3[CH:26]=[C:25]4[C:21]([C:22]([CH2:27][CH2:28][C:29]([OH:31])=[O:30])=[CH:23][NH:24]4)=[CH:20][CH:19]=3)[N:14]=2)=[CH:9][C:8]=1[C:34]([F:36])([F:37])[F:35])[CH3:3].